This data is from Reaction yield outcomes from USPTO patents with 853,638 reactions. The task is: Predict the reaction yield, written as a fraction of the theoretical maximum amount of product (1.0 means a 100% yield; for example, 0.34 means a 34% yield). (1) The reactants are [Cl:1][C:2]1[C:3]([O:12][C:13]2[CH:18]=[C:17]([O:19][CH:20]([CH3:22])[CH3:21])[CH:16]=[CH:15][C:14]=2/[CH:23]=[C:24](\[CH3:28])/[C:25](O)=[O:26])=[N:4][CH:5]=[C:6]([C:8]([F:11])([F:10])[F:9])[CH:7]=1.Cl.C(N=C=NCCCN(C)C)C.[CH:41]([O:44][CH2:45][CH2:46][NH:47][S:48]([NH2:51])(=[O:50])=[O:49])([CH3:43])[CH3:42].Cl. The catalyst is C(#N)C.CN(C)C1C=CN=CC=1.C(OCC)(=O)C. The product is [Cl:1][C:2]1[C:3]([O:12][C:13]2[CH:18]=[C:17]([O:19][CH:20]([CH3:21])[CH3:22])[CH:16]=[CH:15][C:14]=2/[CH:23]=[C:24](\[CH3:28])/[C:25]([NH:51][S:48]([NH:47][CH2:46][CH2:45][O:44][CH:41]([CH3:43])[CH3:42])(=[O:50])=[O:49])=[O:26])=[N:4][CH:5]=[C:6]([C:8]([F:11])([F:9])[F:10])[CH:7]=1. The yield is 0.540. (2) The reactants are [CH:1]1[C:9]2[C:8]3[CH:10]=[CH:11][CH:12]=[CH:13][C:7]=3[S:6][C:5]=2[C:4]([C:14]2[CH:19]=[C:18]([C:20]3[C:25]4[S:26][C:27]5[CH:32]=[CH:31][CH:30]=[CH:29][C:28]=5[C:24]=4[CH:23]=[CH:22][CH:21]=3)[CH:17]=[CH:16][C:15]=2[OH:33])=[CH:3][CH:2]=1.C(Cl)Cl.C(N(CC)CC)C.[C:44](Cl)(=[O:47])[CH:45]=[CH2:46]. The catalyst is O. The product is [C:44]([O:33][C:15]1[CH:16]=[CH:17][C:18]([C:20]2[C:25]3[S:26][C:27]4[CH:32]=[CH:31][CH:30]=[CH:29][C:28]=4[C:24]=3[CH:23]=[CH:22][CH:21]=2)=[CH:19][C:14]=1[C:4]1[C:5]2[S:6][C:7]3[CH:13]=[CH:12][CH:11]=[CH:10][C:8]=3[C:9]=2[CH:1]=[CH:2][CH:3]=1)(=[O:47])[CH:45]=[CH2:46]. The yield is 0.880. (3) The reactants are N1CCCCC1.C(O)(=O)C.[C:11]12([C:21]3[C:29]4[O:28][C:27]([CH3:30])=[N:26][C:25]=4[CH:24]=[C:23]([C:31]4[N:36]=[CH:35][C:34]([CH:37]=O)=[CH:33][CH:32]=4)[CH:22]=3)[CH2:20][CH:15]3[CH2:16][CH:17]([CH2:19][CH:13]([CH2:14]3)[CH2:12]1)[CH2:18]2.[S:39]1[CH2:43][C:42](=[O:44])[NH:41][C:40]1=[O:45]. The catalyst is C1(C)C=CC=CC=1. The product is [C:11]12([C:21]3[C:29]4[O:28][C:27]([CH3:30])=[N:26][C:25]=4[CH:24]=[C:23]([C:31]4[N:36]=[CH:35][C:34]([CH:37]=[C:43]5[S:39][C:40](=[O:45])[NH:41][C:42]5=[O:44])=[CH:33][CH:32]=4)[CH:22]=3)[CH2:18][CH:17]3[CH2:16][CH:15]([CH2:14][CH:13]([CH2:19]3)[CH2:12]1)[CH2:20]2. The yield is 0.540. (4) The reactants are [C:1]([NH:5][S:6]([C:9]1[C:18]2[C:13](=[CH:14][CH:15]=[CH:16][CH:17]=2)[C:12]([C:19]2[S:23][C:22]([C:24]([O:26][CH2:27][CH3:28])=[O:25])=[N:21][C:20]=2[CH2:29][OH:30])=[CH:11][CH:10]=1)(=[O:8])=[O:7])([CH3:4])([CH3:3])[CH3:2].O. The catalyst is C(Cl)Cl.O=[Mn]=O. The product is [C:1]([NH:5][S:6]([C:9]1[C:18]2[C:13](=[CH:14][CH:15]=[CH:16][CH:17]=2)[C:12]([C:19]2[S:23][C:22]([C:24]([O:26][CH2:27][CH3:28])=[O:25])=[N:21][C:20]=2[CH:29]=[O:30])=[CH:11][CH:10]=1)(=[O:8])=[O:7])([CH3:3])([CH3:2])[CH3:4]. The yield is 0.920. (5) The reactants are [F:1][C:2]1[CH:8]=[C:7]([I:9])[CH:6]=[CH:5][C:3]=1[NH2:4].C[Si](C)(C)[N-][Si](C)(C)C.[Li+].F[C:21]1[C:26]([F:27])=[C:25]([F:28])[CH:24]=[C:23]([F:29])[C:22]=1[N+:30]([O-:32])=[O:31].C(OCC)(=O)C. The catalyst is C1COCC1. The product is [F:1][C:2]1[CH:8]=[C:7]([I:9])[CH:6]=[CH:5][C:3]=1[NH:4][C:21]1[C:22]([N+:30]([O-:32])=[O:31])=[C:23]([F:29])[CH:24]=[C:25]([F:28])[C:26]=1[F:27]. The yield is 0.592.